Dataset: Retrosynthesis with 50K atom-mapped reactions and 10 reaction types from USPTO. Task: Predict the reactants needed to synthesize the given product. (1) Given the product O=C1Nc2ccc(Cl)cc2C1=Cc1ccc(-c2ccc(N3CCNCC3)nc2)o1, predict the reactants needed to synthesize it. The reactants are: CC1(C)OB(c2ccc(N3CCNCC3)nc2)OC1(C)C.O=C1Nc2ccc(Cl)cc2C1=Cc1ccc(Br)o1. (2) Given the product CC(C)N1CC(Oc2cccc3ncnc(Nc4ccc(F)c(Cl)c4)c23)C1, predict the reactants needed to synthesize it. The reactants are: CC(C)N1CC(O)C1.Fc1ccc(Nc2ncnc3cccc(F)c23)cc1Cl. (3) Given the product O=C(Nc1ccc(Cl)c(-c2ccccn2)c1)c1ccc(S(=O)(=O)NCC(F)(F)F)cc1, predict the reactants needed to synthesize it. The reactants are: Nc1ccc(Cl)c(-c2ccccn2)c1.O=C(O)c1ccc(S(=O)(=O)NCC(F)(F)F)cc1. (4) The reactants are: CNOC.O=C(O)Cc1ccc2c(c1)OCO2. Given the product CON(C)C(=O)Cc1ccc2c(c1)OCO2, predict the reactants needed to synthesize it. (5) Given the product O=C1C(=O)N(Cc2ccc(C(F)(F)F)o2)c2cc3c(cc21)OCCO3, predict the reactants needed to synthesize it. The reactants are: FC(F)(F)c1ccc(CBr)o1.O=C1Nc2cc3c(cc2C1=O)OCCO3.